This data is from Peptide-MHC class II binding affinity with 134,281 pairs from IEDB. The task is: Regression. Given a peptide amino acid sequence and an MHC pseudo amino acid sequence, predict their binding affinity value. This is MHC class II binding data. The peptide sequence is HMAKEDLVANQPNLK. The MHC is HLA-DQA10104-DQB10503 with pseudo-sequence HLA-DQA10104-DQB10503. The binding affinity (normalized) is 0.116.